This data is from Full USPTO retrosynthesis dataset with 1.9M reactions from patents (1976-2016). The task is: Predict the reactants needed to synthesize the given product. (1) Given the product [Cl:14][C:11]1[CH:12]=[CH:13][C:8]([C:5]2[N:4]=[C:3]([CH2:2][O:24][C:23]3[C:16]([F:15])=[C:17]([C:20]([F:25])=[CH:21][CH:22]=3)[C:18]#[N:19])[S:7][N:6]=2)=[CH:9][CH:10]=1, predict the reactants needed to synthesize it. The reactants are: Br[CH2:2][C:3]1[S:7][N:6]=[C:5]([C:8]2[CH:13]=[CH:12][C:11]([Cl:14])=[CH:10][CH:9]=2)[N:4]=1.[F:15][C:16]1[C:23]([OH:24])=[CH:22][CH:21]=[C:20]([F:25])[C:17]=1[C:18]#[N:19].C(=O)([O-])[O-].[K+].[K+]. (2) Given the product [N:4]([C:7]([C:10]1[CH:15]=[CH:14][C:13]([C:16]2[C:17]([C:18]3[CH:23]=[CH:22][CH:21]=[CH:20][CH:19]=3)=[CH:32][C:31]3[C:30](=[CH:29][CH:28]=[N:27][C:26]=3[O:2][CH3:1])[N:34]=2)=[CH:12][CH:11]=1)([CH3:9])[CH3:8])=[N+:5]=[N-:6], predict the reactants needed to synthesize it. The reactants are: [CH3:1][O-:2].[Na+].[N:4]([C:7]([C:10]1[CH:15]=[CH:14][C:13]([C:16](=O)[CH2:17][C:18]2[CH:23]=[CH:22][CH:21]=[CH:20][CH:19]=2)=[CH:12][CH:11]=1)([CH3:9])[CH3:8])=[N+:5]=[N-:6].Cl[C:26]1[C:31]([CH:32]=O)=[C:30]([NH:34]C(=O)OC(C)(C)C)[CH:29]=[CH:28][N:27]=1.Cl. (3) The reactants are: ClC1C=C(NC(=O)C(O)(C2C=CC=CC=2)CC2C=CC=CC=2I)C=CC=1C#N.[Cl:29][C:30]1[CH:31]=[C:32]([NH:38][C:39]([C:41]2([C:52]3[CH:57]=[CH:56][CH:55]=[CH:54][CH:53]=3)[CH2:50][C:49]3[C:44](=[CH:45][CH:46]=[CH:47][CH:48]=3)[C:43](=[O:51])[O:42]2)=[O:40])[CH:33]=[CH:34][C:35]=1[C:36]#[N:37].[H-].[Al+3].[Li+].[H-].[H-].[H-]. Given the product [Cl:29][C:30]1[CH:31]=[C:32]([NH:38][C:39](=[O:40])[C:41]([OH:42])([C:52]2[CH:57]=[CH:56][CH:55]=[CH:54][CH:53]=2)[CH2:50][C:49]2[CH:48]=[CH:47][CH:46]=[CH:45][C:44]=2[CH2:43][OH:51])[CH:33]=[CH:34][C:35]=1[C:36]#[N:37], predict the reactants needed to synthesize it. (4) Given the product [CH3:27][N:8]([C:7]1[CH:17]=[CH:18][CH:13]=[CH:11][N:12]=1)[CH3:9], predict the reactants needed to synthesize it. The reactants are: NC1C=C(C=CC=1)CS[C:7]1[NH:8][C:9](=O)C(C#N)=[C:11]([C:13]2[CH:18]=[CH:17]C=C(OC)C=2)[N:12]=1.[CH2:27]1COCC1. (5) Given the product [Br:1][C:2]1[S:3][C:4]([C:8]([NH:33][CH2:32][C:28]2[CH:27]=[N:26][CH:31]=[CH:30][CH:29]=2)=[O:10])=[C:5]([CH3:7])[N:6]=1, predict the reactants needed to synthesize it. The reactants are: [Br:1][C:2]1[S:3][C:4]([C:8]([OH:10])=O)=[C:5]([CH3:7])[N:6]=1.CN1CCOCC1.ClC(OCC(C)C)=O.[N:26]1[CH:31]=[CH:30][CH:29]=[C:28]([CH2:32][NH2:33])[CH:27]=1. (6) Given the product [CH:11]1([NH:1][CH2:2][C:3]([CH3:10])([CH3:9])[C:4]([O:6][CH2:7][CH3:8])=[O:5])[CH2:16][CH2:15][CH2:14][CH2:13][CH2:12]1, predict the reactants needed to synthesize it. The reactants are: [NH2:1][CH2:2][C:3]([CH3:10])([CH3:9])[C:4]([O:6][CH2:7][CH3:8])=[O:5].[C:11]1(=O)[CH2:16][CH2:15][CH2:14][CH2:13][CH2:12]1.C(O[BH-](OC(=O)C)OC(=O)C)(=O)C.[Na+].C(O)(=O)C. (7) Given the product [CH2:1]([O:3][CH:4]=[CH:5][C:13]1[CH:18]=[CH:17][C:16]([C:19]([F:22])([F:21])[F:20])=[CH:15][CH:14]=1)[CH3:2], predict the reactants needed to synthesize it. The reactants are: [C:1]([O:3][CH2:4][CH3:5])#[CH:2].B.O1CCCC1.I[C:13]1[CH:18]=[CH:17][C:16]([C:19]([F:22])([F:21])[F:20])=[CH:15][CH:14]=1.[OH-].[Na+]. (8) Given the product [Br:1][C:2]1[CH:3]=[C:4]([CH2:7][CH2:8][NH:9][CH:11]([CH3:12])[CH3:10])[S:5][CH:6]=1, predict the reactants needed to synthesize it. The reactants are: [Br:1][C:2]1[CH:3]=[C:4]([CH2:7][CH2:8][NH2:9])[S:5][CH:6]=1.[CH3:10][CH:11](C)[CH:12]=O.[BH4-].[Na+].CCOC(C)=O. (9) Given the product [OH:8][CH2:7][CH:4]1[CH2:5][CH2:6][N:1]([C:9]([O:11][C:12]([CH3:15])([CH3:14])[CH3:13])=[O:10])[CH2:2][CH2:3]1, predict the reactants needed to synthesize it. The reactants are: [NH:1]1[CH2:6][CH2:5][CH:4]([CH2:7][OH:8])[CH2:3][CH2:2]1.[C:9](O[C:9]([O:11][C:12]([CH3:15])([CH3:14])[CH3:13])=[O:10])([O:11][C:12]([CH3:15])([CH3:14])[CH3:13])=[O:10].CCOCC. (10) Given the product [F:37][C:15]1[C:14]([S:13][CH:10]2[CH2:11][CH2:12][N:7]([C:4]([CH3:6])([CH3:5])[C:3]([OH:38])=[O:2])[CH2:8][CH2:9]2)=[CH:36][C:18]2[C:19]3[N:23]([CH2:24][CH2:25][O:26][C:17]=2[CH:16]=1)[CH:22]=[C:21]([C:27]1[N:28]([CH:33]([CH3:35])[CH3:34])[N:29]=[C:30]([CH3:32])[N:31]=1)[N:20]=3, predict the reactants needed to synthesize it. The reactants are: C[O:2][C:3](=[O:38])[C:4]([N:7]1[CH2:12][CH2:11][CH:10]([S:13][C:14]2[C:15]([F:37])=[CH:16][C:17]3[O:26][CH2:25][CH2:24][N:23]4[C:19](=[N:20][C:21]([C:27]5[N:28]([CH:33]([CH3:35])[CH3:34])[N:29]=[C:30]([CH3:32])[N:31]=5)=[CH:22]4)[C:18]=3[CH:36]=2)[CH2:9][CH2:8]1)([CH3:6])[CH3:5].[OH-].[Na+].